From a dataset of Reaction yield outcomes from USPTO patents with 853,638 reactions. Predict the reaction yield, written as a fraction of the theoretical maximum amount of product (1.0 means a 100% yield; for example, 0.34 means a 34% yield). (1) The reactants are [S:1]1[CH:5]=[CH:4][C:3]([CH:6]=[O:7])=[CH:2]1.[CH2:8](O)[CH2:9][OH:10].O.C1(C)C=CC(S(O)(=O)=O)=CC=1. The catalyst is C1C=CC=CC=1. The product is [O:7]1[CH2:8][CH2:9][O:10][CH:6]1[C:3]1[CH:4]=[CH:5][S:1][CH:2]=1. The yield is 0.910. (2) The reactants are [N+:1]([C:4]1[CH:9]=[CH:8][C:7]([OH:10])=[CH:6][CH:5]=1)([O-:3])=[O:2].C([O-])([O-])=O.[K+].[K+].[I-].[Na+].Cl[CH:20]([CH3:25])[C:21]([O:23][CH3:24])=[O:22]. The catalyst is CC(C)=O. The product is [CH3:24][O:23][C:21](=[O:22])[CH:20]([O:10][C:7]1[CH:8]=[CH:9][C:4]([N+:1]([O-:3])=[O:2])=[CH:5][CH:6]=1)[CH3:25]. The yield is 0.310. (3) The reactants are Cl.Cl.C(O[C:6]([C:8]1[CH:9]=[C:10]2[C:14](=[CH:15][CH:16]=1)[NH:13][N:12]=[C:11]2[C:17]1[CH:26]=[CH:25][C:24]2[C:19](=[CH:20][CH:21]=[C:22]([O:27][CH2:28][CH2:29][N:30]3[CH2:36][CH2:35][CH2:34][CH2:33][CH2:32][CH2:31]3)[CH:23]=2)[CH:18]=1)=[NH:7])C.[CH3:37][C:38]([CH3:44])([CH3:43])[C:39]([NH:41][NH2:42])=O.C(N(CC)CC)C. The product is [N:30]1([CH2:29][CH2:28][O:27][C:22]2[CH:23]=[C:24]3[C:19](=[CH:20][CH:21]=2)[CH:18]=[C:17]([C:11]2[C:10]4[C:14](=[CH:15][CH:16]=[C:8]([C:6]5[NH:42][N:41]=[C:39]([C:38]([CH3:44])([CH3:43])[CH3:37])[N:7]=5)[CH:9]=4)[NH:13][N:12]=2)[CH:26]=[CH:25]3)[CH2:36][CH2:35][CH2:34][CH2:33][CH2:32][CH2:31]1. The yield is 0.280. The catalyst is CO. (4) The reactants are [CH2:1]([Mg]Br)[CH:2]=[CH2:3].[Cl:6][CH2:7][CH2:8][C:9]([C:11]1[CH:16]=[CH:15][C:14]([F:17])=[CH:13][CH:12]=1)=[O:10]. The catalyst is C1COCC1. The product is [Cl:6][CH2:7][CH2:8][C:9]([C:11]1[CH:12]=[CH:13][C:14]([F:17])=[CH:15][CH:16]=1)([OH:10])[CH2:3][CH:2]=[CH2:1]. The yield is 0.970. (5) The reactants are [C:1]1([CH3:33])[CH:6]=[C:5]([CH3:7])[CH:4]=[C:3]([CH3:8])[C:2]=1[O:9][CH2:10][C:11]([NH:13][C:14]1[NH:15][CH:16]=[C:17]([C:19]2[CH:24]=[CH:23][CH:22]=[CH:21][C:20]=2[O:25]CC2C=CC=CC=2)[N:18]=1)=[O:12].Br.C(O)(=O)C. The catalyst is C(Cl)(Cl)Cl. The product is [OH:25][C:20]1[CH:21]=[CH:22][CH:23]=[CH:24][C:19]=1[C:17]1[N:18]=[C:14]([NH:13][C:11](=[O:12])[CH2:10][O:9][C:2]2[C:1]([CH3:33])=[CH:6][C:5]([CH3:7])=[CH:4][C:3]=2[CH3:8])[NH:15][CH:16]=1. The yield is 0.430. (6) The reactants are [CH3:1][C:2]1([CH3:16])[CH2:14][N:13]=[C:12]2[N:4]([C:5](=O)[C:6]3[C:11]2=[CH:10][CH:9]=[CH:8][CH:7]=3)[CH2:3]1.[OH2:17].[NH2:18][NH2:19]. The catalyst is CCO. The product is [NH2:13][CH2:14][C:2]([CH3:16])([CH3:1])[CH2:3][NH:4][C:5]1[C:6]2[C:11](=[CH:10][CH:9]=[CH:8][CH:7]=2)[C:12](=[O:17])[NH:19][N:18]=1. The yield is 0.580. (7) The product is [OH:27][C:16]([C:15]1[CH:14]=[CH:13][N:12]=[C:11]([O:28][CH3:29])[C:10]=1[CH2:9][OH:8])([CH2:25][CH3:26])[CH2:17][C:18]([O:20][C:21]([CH3:23])([CH3:22])[CH3:24])=[O:19]. The catalyst is [Pd].C(O)C. The reactants are C([O:8][CH2:9][C:10]1[C:11]([O:28][CH3:29])=[N:12][CH:13]=[CH:14][C:15]=1[C:16]([OH:27])([CH2:25][CH3:26])[CH2:17][C:18]([O:20][C:21]([CH3:24])([CH3:23])[CH3:22])=[O:19])C1C=CC=CC=1. The yield is 0.900. (8) The reactants are Br[C:2]1[CH:3]=[C:4]([N:15]2[CH2:20][CH2:19][O:18][CH2:17][CH2:16]2)[C:5]([O:8][CH:9]2[CH2:14][CH2:13][O:12][CH2:11][CH2:10]2)=[N:6][CH:7]=1.[CH3:21][C:22]1[CH:28]=[CH:27][C:25]([NH2:26])=[CH:24][C:23]=1B1OC(C)(C)C(C)(C)O1. No catalyst specified. The product is [CH3:21][C:22]1[CH:28]=[CH:27][C:25]([NH2:26])=[CH:24][C:23]=1[C:2]1[CH:7]=[N:6][C:5]([O:8][CH:9]2[CH2:14][CH2:13][O:12][CH2:11][CH2:10]2)=[C:4]([N:15]2[CH2:20][CH2:19][O:18][CH2:17][CH2:16]2)[CH:3]=1. The yield is 0.760. (9) The catalyst is C(Cl)Cl. The yield is 0.880. The reactants are B(Br)(Br)Br.C[O:6][C:7]1[CH:12]=[CH:11][C:10]([C:13]2[C:17]3[CH2:18][C:19]4[S:20][CH:21]=[CH:22][C:23]=4[C:16]=3[NH:15][N:14]=2)=[CH:9][CH:8]=1. The product is [S:20]1[CH:21]=[CH:22][C:23]2[C:16]3[NH:15][N:14]=[C:13]([C:10]4[CH:11]=[CH:12][C:7]([OH:6])=[CH:8][CH:9]=4)[C:17]=3[CH2:18][C:19]1=2. (10) The reactants are [N:1]1[CH:6]=[CH:5][CH:4]=[C:3](B(O)O)[CH:2]=1.Br[C:11]1[N:12]=[CH:13][C:14]([NH2:17])=[N:15][CH:16]=1.C(=O)([O-])[O-].[Na+].[Na+].O. The catalyst is Cl[Pd](Cl)([P](C1C=CC=CC=1)(C1C=CC=CC=1)C1C=CC=CC=1)[P](C1C=CC=CC=1)(C1C=CC=CC=1)C1C=CC=CC=1.C(OCC)(=O)C. The product is [N:1]1[CH:6]=[CH:5][CH:4]=[C:3]([C:11]2[N:12]=[CH:13][C:14]([NH2:17])=[N:15][CH:16]=2)[CH:2]=1. The yield is 0.546.